Dataset: Full USPTO retrosynthesis dataset with 1.9M reactions from patents (1976-2016). Task: Predict the reactants needed to synthesize the given product. (1) The reactants are: [N:1]1[CH:6]=[CH:5][C:4]([N:7]2[CH2:12][CH2:11][CH2:10][CH:9]([C:13]([O:15]CC)=[O:14])[CH2:8]2)=[CH:3][CH:2]=1.[ClH:18]. Given the product [ClH:18].[N:1]1[CH:2]=[CH:3][C:4]([N:7]2[CH2:12][CH2:11][CH2:10][CH:9]([C:13]([OH:15])=[O:14])[CH2:8]2)=[CH:5][CH:6]=1, predict the reactants needed to synthesize it. (2) Given the product [CH:1]1([C:4]2[C:12]3[CH2:11][CH:10]([C:13]([OH:15])=[O:14])[CH2:9][CH2:8][C:7]=3[NH:6][N:5]=2)[CH2:2][CH2:3]1, predict the reactants needed to synthesize it. The reactants are: [CH:1]1([C:4]2[C:12]3[CH2:11][CH:10]([C:13]([O:15]C)=[O:14])[CH2:9][CH2:8][C:7]=3[NH:6][N:5]=2)[CH2:3][CH2:2]1.O[Li].O. (3) Given the product [K+:50].[F:29][C:30]1[CH:35]=[C:34]([C:2]2[C:7]3[CH:8]=[C:9]([C:25]([O-:27])=[O:26])[N:10]([CH2:11][CH2:12][O:13][C:14]4[CH:15]=[CH:16][C:17]([O:20][C:21]([F:22])([F:24])[F:23])=[CH:18][CH:19]=4)[C:6]=3[CH:5]=[CH:4][N:3]=2)[CH:33]=[CH:32][N:31]=1, predict the reactants needed to synthesize it. The reactants are: Cl[C:2]1[C:7]2[CH:8]=[C:9]([C:25]([O:27]C)=[O:26])[N:10]([CH2:11][CH2:12][O:13][C:14]3[CH:19]=[CH:18][C:17]([O:20][C:21]([F:24])([F:23])[F:22])=[CH:16][CH:15]=3)[C:6]=2[CH:5]=[CH:4][N:3]=1.[F:29][C:30]1[CH:35]=[C:34]([Sn](CCCC)(CCCC)CCCC)[CH:33]=[CH:32][N:31]=1.O([Si](C)(C)C)[K:50]. (4) Given the product [CH:8]([C:11]1[CH:12]=[C:13]([CH3:16])[N:14]([CH2:2][C:3]([O:5][CH2:6][CH3:7])=[O:4])[N:15]=1)([CH3:10])[CH3:9], predict the reactants needed to synthesize it. The reactants are: Br[CH2:2][C:3]([O:5][CH2:6][CH3:7])=[O:4].[CH:8]([C:11]1[NH:15][N:14]=[C:13]([CH3:16])[CH:12]=1)([CH3:10])[CH3:9].C(=O)([O-])[O-].[K+].[K+].Cl. (5) Given the product [C:1]([O:5][C:6]([N:8]1[CH2:13][CH2:12][NH:11][CH2:10][CH:9]1[C:24](=[O:28])[NH:25][O:26][CH3:27])=[O:7])([CH3:4])([CH3:3])[CH3:2], predict the reactants needed to synthesize it. The reactants are: [C:1]([O:5][C:6]([N:8]1[CH2:13][CH2:12][N:11](C(OCC2C=CC=CC=2)=O)[CH2:10][CH:9]1[C:24](=[O:28])[NH:25][O:26][CH3:27])=[O:7])([CH3:4])([CH3:3])[CH3:2].[H][H]. (6) The reactants are: [NH:1]1[CH2:6][CH2:5][CH2:4][C@@H:3]([NH:7][C:8]([C:10]2[N:17]3[C:13]([S:14][CH:15]=[CH:16]3)=[N:12][C:11]=2[CH3:18])=[O:9])[CH2:2]1.[Cl:19][C:20]1[CH:21]=[C:22]([C:26]2[C:27]([C:32](O)=[O:33])=[CH:28][CH:29]=[CH:30][CH:31]=2)[CH:23]=[CH:24][CH:25]=1. Given the product [Cl:19][C:20]1[CH:21]=[C:22]([C:26]2[C:27]([C:32]([N:1]3[CH2:6][CH2:5][CH2:4][C@@H:3]([NH:7][C:8]([C:10]4[N:17]5[C:13]([S:14][CH:15]=[CH:16]5)=[N:12][C:11]=4[CH3:18])=[O:9])[CH2:2]3)=[O:33])=[CH:28][CH:29]=[CH:30][CH:31]=2)[CH:23]=[CH:24][CH:25]=1, predict the reactants needed to synthesize it.